This data is from Reaction yield outcomes from USPTO patents with 853,638 reactions. The task is: Predict the reaction yield, written as a fraction of the theoretical maximum amount of product (1.0 means a 100% yield; for example, 0.34 means a 34% yield). (1) The catalyst is C1COCC1. The reactants are [Si]([O:8][CH2:9][C@@H:10]([CH3:23])[CH2:11][N:12]1[C:17]2[CH:18]=[CH:19][CH:20]=[CH:21][C:16]=2[O:15][CH2:14][C:13]1=[O:22])(C(C)(C)C)(C)C.CCCC[N+](CCCC)(CCCC)CCCC.[F-]. The product is [OH:8][CH2:9][C@@H:10]([CH3:23])[CH2:11][N:12]1[C:17]2[CH:18]=[CH:19][CH:20]=[CH:21][C:16]=2[O:15][CH2:14][C:13]1=[O:22]. The yield is 0.980. (2) The reactants are C1(O)C=CC=CC=1.FC(F)(F)S(OC[P:15]([O:25][CH2:26][C:27]1[CH:32]=[CH:31][CH:30]=[CH:29][CH:28]=1)(=[O:24])[O:16][CH2:17][C:18]1[CH:23]=[CH:22][CH:21]=[CH:20][CH:19]=1)(=O)=O.C([O-])([O-])=O.[Cs+].[Cs+]. The catalyst is CC#N. The product is [PH:15](=[O:24])([O:25][CH2:26][C:27]1[CH:32]=[CH:31][CH:30]=[CH:29][CH:28]=1)[O:16][CH2:17][C:18]1[CH:23]=[CH:22][CH:21]=[CH:20][CH:19]=1. The yield is 0.880.